The task is: Regression/Classification. Given a drug SMILES string, predict its absorption, distribution, metabolism, or excretion properties. Task type varies by dataset: regression for continuous measurements (e.g., permeability, clearance, half-life) or binary classification for categorical outcomes (e.g., BBB penetration, CYP inhibition). For this dataset (clearance_hepatocyte_az), we predict log10(clearance) (log10 of the in vitro intrinsic clearance, CLint, in uL/min per 10^6 hepatocytes; values are censored to the assay range of 3 to 150, which is 0.477 to 2.18 on this log10 scale).. This data is from Hepatocyte clearance measurements from AstraZeneca. (1) The molecule is CC(=O)C[C@@H](c1ccccc1)c1c(O)c2ccccc2oc1=O. The log10(clearance) is 0.480. (2) The molecule is CN(C)CCCOc1nn(Cc2ccccc2)c2ccccc12. The log10(clearance) is 2.18. (3) The drug is O=C(O)C1(c2ccc(-c3ccc(Cl)c(Cl)c3)c(F)c2)CC1. The log10(clearance) is 1.59. (4) The compound is COc1ccc2ncc(=O)n(CCN3CCC(NCc4cc5c(cn4)OCCO5)CC3)c2c1. The log10(clearance) is 2.18. (5) The drug is CNc1nc(C)c(-c2nc(Nc3cccc(N4CCNCC4)c3)ncc2C#N)s1. The log10(clearance) is 1.09. (6) The log10(clearance) is 1.79. The compound is Nc1ccc2c(c1)Cc1cc(N)ccc1-2.